From a dataset of Reaction yield outcomes from USPTO patents with 853,638 reactions. Predict the reaction yield, written as a fraction of the theoretical maximum amount of product (1.0 means a 100% yield; for example, 0.34 means a 34% yield). (1) The reactants are [CH3:1][O:2][C:3]1[CH:11]=[C:10]([O:12][CH3:13])[CH:9]=[CH:8][C:4]=1[C:5]([OH:7])=[O:6].[Br:14]Br.S([O-])([O-])=O.[Na+].[Na+].O. The catalyst is C(O)(=O)C. The product is [Br:14][C:9]1[C:10]([O:12][CH3:13])=[CH:11][C:3]([O:2][CH3:1])=[C:4]([CH:8]=1)[C:5]([OH:7])=[O:6]. The yield is 0.960. (2) The reactants are C[O:2][C:3]([C:5]1[C:13]2[C:8](=[CH:9][N:10]=[CH:11][CH:12]=2)[N:7]([CH2:14][CH2:15][O:16][CH3:17])[CH:6]=1)=[O:4].[OH-].[Na+].Cl. The catalyst is CO. The product is [CH3:17][O:16][CH2:15][CH2:14][N:7]1[C:8]2=[CH:9][N:10]=[CH:11][CH:12]=[C:13]2[C:5]([C:3]([OH:4])=[O:2])=[CH:6]1. The yield is 0.880. (3) The reactants are [CH3:1][C:2]1[CH:7]=[CH:6][CH:5]=[C:4]([CH3:8])[N:3]=1.[CH3:9][C:10]1([CH3:26])[C:14]([CH3:16])([CH3:15])[O:13][B:12]([B:12]2[O:13][C:14]([CH3:16])([CH3:15])[C:10]([CH3:26])([CH3:9])[O:11]2)[O:11]1. The catalyst is O1CCCC1.C[OH2+].C[OH2+].C1CC=CCCC=C1.C1CC=CCCC=C1.[Ir].[Ir]. The product is [CH3:1][C:2]1[CH:7]=[C:6]([B:12]2[O:13][C:14]([CH3:16])([CH3:15])[C:10]([CH3:26])([CH3:9])[O:11]2)[CH:5]=[C:4]([CH3:8])[N:3]=1. The yield is 0.660. (4) The reactants are [CH3:1][O:2][C:3]1[CH:8]=[CH:7][C:6]([NH:9][C:10]2[C:11](=[O:22])[NH:12][C:13](=[O:21])[C:14]=2[C:15]2[CH:20]=[CH:19][CH:18]=[CH:17][CH:16]=2)=[CH:5][CH:4]=1.O[CH2:24][C:25]1[CH:30]=[CH:29][N:28]=[CH:27][CH:26]=1.N(C(OCC)=O)=NC(OCC)=O.C1(P(C2C=CC=CC=2)C2C=CC=CC=2)C=CC=CC=1. The catalyst is C1COCC1. The product is [CH3:1][O:2][C:3]1[CH:4]=[CH:5][C:6]([NH:9][C:10]2[C:11](=[O:22])[N:12]([CH2:24][C:25]3[CH:30]=[CH:29][N:28]=[CH:27][CH:26]=3)[C:13](=[O:21])[C:14]=2[C:15]2[CH:20]=[CH:19][CH:18]=[CH:17][CH:16]=2)=[CH:7][CH:8]=1. The yield is 0.290. (5) The reactants are [C:1]([Si:5]([CH3:24])([CH3:23])[O:6][C:7]1[CH:8]=[C:9]([CH2:13][CH2:14][NH:15][CH2:16][CH2:17][CH2:18][CH2:19][CH2:20][CH2:21][CH3:22])[CH:10]=[CH:11][CH:12]=1)([CH3:4])([CH3:3])[CH3:2].[CH3:25][O:26][C:27]1[CH:32]=[C:31]([O:33][CH3:34])[CH:30]=[CH:29][C:28]=1[N:35]=[C:36]=[O:37]. The catalyst is C(Cl)Cl. The product is [C:1]([Si:5]([CH3:23])([CH3:24])[O:6][C:7]1[CH:8]=[C:9]([CH2:13][CH2:14][N:15]([CH2:16][CH2:17][CH2:18][CH2:19][CH2:20][CH2:21][CH3:22])[C:36]([NH:35][C:28]2[CH:29]=[CH:30][C:31]([O:33][CH3:34])=[CH:32][C:27]=2[O:26][CH3:25])=[O:37])[CH:10]=[CH:11][CH:12]=1)([CH3:3])([CH3:4])[CH3:2]. The yield is 0.410.